From a dataset of Reaction yield outcomes from USPTO patents with 853,638 reactions. Predict the reaction yield, written as a fraction of the theoretical maximum amount of product (1.0 means a 100% yield; for example, 0.34 means a 34% yield). The reactants are [C:1]([C:3]1[CH:11]=[CH:10][C:6]([C:7]([OH:9])=O)=[C:5]([F:12])[C:4]=1[F:13])#[N:2].C(Cl)(=O)C(Cl)=O.C(C1C=CC(C(Cl)=O)=C(F)C=1F)#N.[Br:33][C:34]1[CH:40]=[C:39]([C:41]([F:50])([C:46]([F:49])([F:48])[F:47])[C:42]([F:45])([F:44])[F:43])[CH:38]=[C:37]([C:51]([F:54])([F:53])[F:52])[C:35]=1[NH2:36]. The catalyst is ClCCl.CN(C=O)C.CN1C(=O)N(C)CC1.C(OCC)(=O)C.O. The product is [Br:33][C:34]1[CH:40]=[C:39]([C:41]([F:50])([C:42]([F:44])([F:45])[F:43])[C:46]([F:47])([F:49])[F:48])[CH:38]=[C:37]([C:51]([F:52])([F:53])[F:54])[C:35]=1[NH:36][C:7](=[O:9])[C:6]1[CH:10]=[CH:11][C:3]([C:1]#[N:2])=[C:4]([F:13])[C:5]=1[F:12]. The yield is 0.270.